This data is from Forward reaction prediction with 1.9M reactions from USPTO patents (1976-2016). The task is: Predict the product of the given reaction. (1) Given the reactants Br[C:2]1[C:3]2[N:4]([C:9]([C:12]([NH:14][C:15]3[CH:20]=[CH:19][N:18]=[CH:17][C:16]=3[F:21])=[O:13])=[CH:10][N:11]=2)[N:5]=[C:6]([Cl:8])[CH:7]=1.[CH3:22][C:23]1[O:27][N:26]=[C:25]([NH2:28])[CH:24]=1.CC(C)([O-])C.[Na+], predict the reaction product. The product is: [Cl:8][C:6]1[CH:7]=[C:2]([NH:28][C:25]2[CH:24]=[C:23]([CH3:22])[O:27][N:26]=2)[C:3]2[N:4]([C:9]([C:12]([NH:14][C:15]3[CH:20]=[CH:19][N:18]=[CH:17][C:16]=3[F:21])=[O:13])=[CH:10][N:11]=2)[N:5]=1. (2) Given the reactants [Cl:1][C:2]1[CH:3]=[N:4][C:5]2[C:10]([C:11]=1OS(C(F)(F)F)(=O)=O)=[CH:9][C:8]([O:20][CH3:21])=[CH:7][CH:6]=2.[CH2:22](C([SnH3])=C(CCCC)CCCC)[CH2:23]CC, predict the reaction product. The product is: [Cl:1][C:2]1[CH:3]=[N:4][C:5]2[C:10]([C:11]=1[CH:22]=[CH2:23])=[CH:9][C:8]([O:20][CH3:21])=[CH:7][CH:6]=2.